Dataset: Forward reaction prediction with 1.9M reactions from USPTO patents (1976-2016). Task: Predict the product of the given reaction. (1) Given the reactants [CH3:1][N:2]([CH3:15])[CH2:3][CH2:4][CH2:5][CH2:6][CH2:7][CH2:8][CH2:9][CH2:10][CH2:11][CH2:12][CH2:13][CH3:14].[C:16](=[O:21])([O:19]C)[O:17][CH3:18], predict the reaction product. The product is: [CH3:18][O:17][C:16](=[O:19])[O-:21].[CH3:1][N+:2]([CH3:16])([CH3:15])[CH2:3][CH2:4][CH2:5][CH2:6][CH2:7][CH2:8][CH2:9][CH2:10][CH2:11][CH2:12][CH2:13][CH3:14]. (2) Given the reactants Cl[CH2:2][C:3](Cl)=[O:4].[NH2:6][C:7]1[C:12]([OH:13])=[CH:11][CH:10]=[CH:9][C:8]=1[OH:14].C([O-])([O-])=O.[K+].[K+], predict the reaction product. The product is: [OH:13][C:12]1[C:7]2[NH:6][C:3](=[O:4])[CH2:2][O:14][C:8]=2[CH:9]=[CH:10][CH:11]=1. (3) Given the reactants [F:1][C:2]1[CH:3]=[C:4]([C:11](=[N:13]O)[CH3:12])[C:5]2[N:9]=[CH:8][NH:7][C:6]=2[CH:10]=1.[NH4+].[Cl-], predict the reaction product. The product is: [F:1][C:2]1[CH:3]=[C:4]([CH:11]([NH2:13])[CH3:12])[C:5]2[N:9]=[CH:8][NH:7][C:6]=2[CH:10]=1. (4) Given the reactants [CH2:1]1[CH:5]2[CH:6]3[CH:10]=[CH:9][CH:8]([CH:4]2[CH:3]=[CH:2]1)[CH2:7]3, predict the reaction product. The product is: [CH2:1]1[CH:5]2[C@@H:6]3[CH:10]=[CH:9][C@H:8]([CH:4]2[CH:3]=[CH:2]1)[CH2:7]3. (5) Given the reactants [Cl:1][C:2]1[S:3][C:4]([C:8]([OH:10])=O)=[C:5]([CH3:7])[N:6]=1.O1CCCC1.C(Cl)(=O)C(Cl)=O.[NH2:22][C:23]1[CH:24]=[C:25]([CH:42]=[CH:43][C:44]=1[CH3:45])[O:26][C:27]1[CH:28]=[CH:29][C:30]2[N:31]([CH:33]=[C:34]([NH:36][C:37]([CH:39]3[CH2:41][CH2:40]3)=[O:38])[N:35]=2)[N:32]=1, predict the reaction product. The product is: [Cl:1][C:2]1[S:3][C:4]([C:8]([NH:22][C:23]2[CH:24]=[C:25]([O:26][C:27]3[CH:28]=[CH:29][C:30]4[N:31]([CH:33]=[C:34]([NH:36][C:37]([CH:39]5[CH2:40][CH2:41]5)=[O:38])[N:35]=4)[N:32]=3)[CH:42]=[CH:43][C:44]=2[CH3:45])=[O:10])=[C:5]([CH3:7])[N:6]=1. (6) Given the reactants C([O:4][CH:5](OC(=O)C)[C:6]1[CH:11]=[C:10]([O:12][CH2:13][CH:14]([CH2:19][CH3:20])[CH2:15][CH2:16][CH2:17][CH3:18])[C:9]([N+:21]([O-:23])=[O:22])=[CH:8][C:7]=1[O:24][CH2:25][CH:26]([CH2:31][CH3:32])[CH2:27][CH2:28][CH2:29][CH3:30])(=O)C.S(=O)(=O)(O)O.O, predict the reaction product. The product is: [CH2:31]([CH:26]([CH2:27][CH2:28][CH2:29][CH3:30])[CH2:25][O:24][C:7]1[CH:8]=[C:9]([N+:21]([O-:23])=[O:22])[C:10]([O:12][CH2:13][CH:14]([CH2:19][CH3:20])[CH2:15][CH2:16][CH2:17][CH3:18])=[CH:11][C:6]=1[CH:5]=[O:4])[CH3:32]. (7) The product is: [F:1][C:2]1[C:21]([I:22])=[CH:20][C:5]2[C:6]3[N:10]=[C:9]([C:11]([O:13][CH2:14][CH3:15])=[O:12])[N:8]([CH3:23])[C:7]=3[CH:16]3[CH2:19][CH:18]([C:4]=2[CH:3]=1)[CH2:17]3. Given the reactants [F:1][C:2]1[C:21]([I:22])=[CH:20][C:5]2[C:6]3[N:10]=[C:9]([C:11]([O:13][CH2:14][CH3:15])=[O:12])[NH:8][C:7]=3[CH:16]3[CH2:19][CH:18]([C:4]=2[CH:3]=1)[CH2:17]3.[C:23](=O)([O-])[O-].[K+].[K+].CI, predict the reaction product.